Dataset: Full USPTO retrosynthesis dataset with 1.9M reactions from patents (1976-2016). Task: Predict the reactants needed to synthesize the given product. (1) Given the product [Br:1][C:2]1[N:3]=[C:4]([NH:10][C:11]2[CH:12]=[CH:13][C:14]([CH:17]3[CH2:22][CH2:21][N:20]([CH:25]4[CH2:26][O:23][CH2:24]4)[CH2:19][CH2:18]3)=[CH:15][CH:16]=2)[C:5](=[O:9])[N:6]([CH3:8])[CH:7]=1, predict the reactants needed to synthesize it. The reactants are: [Br:1][C:2]1[N:3]=[C:4]([NH:10][C:11]2[CH:16]=[CH:15][C:14]([CH:17]3[CH2:22][CH2:21][NH:20][CH2:19][CH2:18]3)=[CH:13][CH:12]=2)[C:5](=[O:9])[N:6]([CH3:8])[CH:7]=1.[O:23]1[CH2:26][C:25](=O)[CH2:24]1.C([BH3-])#N.[Na+]. (2) Given the product [N:11]1[CH:10]=[CH:9][C:4]([CH2:5][C:6]#[N:14])=[N:3][CH:8]=1, predict the reactants needed to synthesize it. The reactants are: [H-].[Na+].[N:3]1[CH:8]=C[CH:6]=[CH:5][C:4]=1[CH2:9][C:10]#[N:11].ClC1N=C(Cl)C(C)=C[N:14]=1.Cl.